From a dataset of Full USPTO retrosynthesis dataset with 1.9M reactions from patents (1976-2016). Predict the reactants needed to synthesize the given product. (1) Given the product [Si:30]([O:24][CH:21]1[CH2:20][CH2:19][N:18]([C:9]2[C:10]([C:12]([N:14]([O:16][CH3:17])[CH3:15])=[O:13])=[CH:11][C:2]([Cl:1])=[C:3]3[C:8]=2[N:7]=[CH:6][CH:5]=[CH:4]3)[CH2:23][CH2:22]1)([C:33]([CH3:36])([CH3:35])[CH3:34])([CH3:32])[CH3:31], predict the reactants needed to synthesize it. The reactants are: [Cl:1][C:2]1[CH:11]=[C:10]([C:12]([N:14]([O:16][CH3:17])[CH3:15])=[O:13])[C:9]([N:18]2[CH2:23][CH2:22][CH:21]([OH:24])[CH2:20][CH2:19]2)=[C:8]2[C:3]=1[CH:4]=[CH:5][CH:6]=[N:7]2.N1C=CN=C1.[Si:30](Cl)([C:33]([CH3:36])([CH3:35])[CH3:34])([CH3:32])[CH3:31]. (2) Given the product [CH3:13][O:14][C:15]1[CH:20]=[CH:19][CH:18]=[CH:17][C:16]=1[S:21]([NH:12][CH2:11][C:6]1[CH:7]=[CH:8][CH:9]=[CH:10][C:5]=1[O:4][CH:1]([CH3:3])[CH3:2])(=[O:23])=[O:22], predict the reactants needed to synthesize it. The reactants are: [CH:1]([O:4][C:5]1[CH:10]=[CH:9][CH:8]=[CH:7][C:6]=1[CH2:11][NH2:12])([CH3:3])[CH3:2].[CH3:13][O:14][C:15]1[CH:20]=[CH:19][CH:18]=[CH:17][C:16]=1[S:21](Cl)(=[O:23])=[O:22].C(N)C. (3) Given the product [CH2:12]([O:19][N:20]1[C:26](=[O:27])[N:25]2[CH2:28][C@H:21]1[CH2:22][CH2:23][C@H:24]2[C:29]1[CH:3]=[C:2]([CH2:1][NH:4][C:5](=[O:11])[O:6][C:7]([CH3:8])([CH3:10])[CH3:9])[O:31][N:30]=1)[C:13]1[CH:14]=[CH:15][CH:16]=[CH:17][CH:18]=1, predict the reactants needed to synthesize it. The reactants are: [CH2:1]([NH:4][C:5](=[O:11])[O:6][C:7]([CH3:10])([CH3:9])[CH3:8])[C:2]#[CH:3].[CH2:12]([O:19][N:20]1[C:26](=[O:27])[N:25]2[CH2:28][C@H:21]1[CH2:22][CH2:23][C@H:24]2[C:29](Cl)=[N:30][OH:31])[C:13]1[CH:18]=[CH:17][CH:16]=[CH:15][CH:14]=1. (4) Given the product [CH2:1]([O:8][C:9]([NH:11][C@:12]1([C:13]([O:15][CH2:16][CH3:17])=[O:14])[CH2:18][C:19](=[O:20])[NH:25][C:24]1=[O:26])=[O:10])[C:2]1[CH:7]=[CH:6][CH:5]=[CH:4][CH:3]=1, predict the reactants needed to synthesize it. The reactants are: [CH2:1]([O:8][C:9]([NH:11][C@@:12]([C:24](=[O:26])[NH2:25])([CH2:18][C:19](OCC)=[O:20])[C:13]([O:15][CH2:16][CH3:17])=[O:14])=[O:10])[C:2]1[CH:7]=[CH:6][CH:5]=[CH:4][CH:3]=1.[O-]CC.[Na+].Cl. (5) Given the product [F:1][C:2]1[CH:7]=[C:6]([F:8])[CH:5]=[CH:4][C:3]=1[C@:9]([OH:10])([C@H:11]([N:19]1[CH2:24][CH2:23][CH2:22][CH:21]([C:25]2[CH:30]=[CH:29][CH:28]=[CH:27][N:26]=2)[CH2:20]1)[CH3:12])[CH2:13][N:14]1[CH:18]=[N:17][CH:16]=[N:15]1, predict the reactants needed to synthesize it. The reactants are: [F:1][C:2]1[CH:7]=[C:6]([F:8])[CH:5]=[CH:4][C:3]=1[C@@:9]1([CH2:13][N:14]2[CH:18]=[N:17][CH:16]=[N:15]2)[C@H:11]([CH3:12])[O:10]1.[NH:19]1[CH2:24][CH2:23][CH2:22][CH:21]([C:25]2[CH:30]=[CH:29][CH:28]=[CH:27][N:26]=2)[CH2:20]1.O.O.O.Cl([O-])(=O)(=O)=O.[Li+].